This data is from NCI-60 drug combinations with 297,098 pairs across 59 cell lines. The task is: Regression. Given two drug SMILES strings and cell line genomic features, predict the synergy score measuring deviation from expected non-interaction effect. (1) Drug 1: CCC1=C2CN3C(=CC4=C(C3=O)COC(=O)C4(CC)O)C2=NC5=C1C=C(C=C5)O. Drug 2: C1=CN(C=N1)CC(O)(P(=O)(O)O)P(=O)(O)O. Cell line: M14. Synergy scores: CSS=14.5, Synergy_ZIP=-6.15, Synergy_Bliss=3.27, Synergy_Loewe=-25.7, Synergy_HSA=1.78. (2) Drug 1: C1=C(C(=O)NC(=O)N1)F. Drug 2: CN(CC1=CN=C2C(=N1)C(=NC(=N2)N)N)C3=CC=C(C=C3)C(=O)NC(CCC(=O)O)C(=O)O. Cell line: OVCAR3. Synergy scores: CSS=50.7, Synergy_ZIP=-7.12, Synergy_Bliss=-5.88, Synergy_Loewe=-3.66, Synergy_HSA=-0.0626. (3) Drug 1: C1C(C(OC1N2C=NC(=NC2=O)N)CO)O. Drug 2: COCCOC1=C(C=C2C(=C1)C(=NC=N2)NC3=CC=CC(=C3)C#C)OCCOC.Cl. Cell line: UACC62. Synergy scores: CSS=10.2, Synergy_ZIP=-3.60, Synergy_Bliss=2.16, Synergy_Loewe=1.54, Synergy_HSA=1.55. (4) Drug 1: CC(C)(C#N)C1=CC(=CC(=C1)CN2C=NC=N2)C(C)(C)C#N. Drug 2: C1=NC(=NC(=O)N1C2C(C(C(O2)CO)O)O)N. Cell line: SK-OV-3. Synergy scores: CSS=-2.33, Synergy_ZIP=-2.63, Synergy_Bliss=-7.72, Synergy_Loewe=-8.98, Synergy_HSA=-9.66. (5) Drug 1: CN1CCC(CC1)COC2=C(C=C3C(=C2)N=CN=C3NC4=C(C=C(C=C4)Br)F)OC. Synergy scores: CSS=46.2, Synergy_ZIP=2.54, Synergy_Bliss=4.90, Synergy_Loewe=-43.7, Synergy_HSA=3.85. Cell line: IGROV1. Drug 2: CC1=CC2C(CCC3(C2CCC3(C(=O)C)OC(=O)C)C)C4(C1=CC(=O)CC4)C. (6) Drug 1: C1CCC(C1)C(CC#N)N2C=C(C=N2)C3=C4C=CNC4=NC=N3. Drug 2: COC1=C(C=C2C(=C1)N=CN=C2NC3=CC(=C(C=C3)F)Cl)OCCCN4CCOCC4. Cell line: SW-620. Synergy scores: CSS=6.81, Synergy_ZIP=-3.05, Synergy_Bliss=0.898, Synergy_Loewe=-0.249, Synergy_HSA=-0.249. (7) Drug 2: CC1=C2C(C(=O)C3(C(CC4C(C3C(C(C2(C)C)(CC1OC(=O)C(C(C5=CC=CC=C5)NC(=O)OC(C)(C)C)O)O)OC(=O)C6=CC=CC=C6)(CO4)OC(=O)C)O)C)O. Synergy scores: CSS=24.9, Synergy_ZIP=-0.840, Synergy_Bliss=-1.77, Synergy_Loewe=-7.81, Synergy_HSA=-0.787. Cell line: KM12. Drug 1: CC1=C2C(C(=O)C3(C(CC4C(C3C(C(C2(C)C)(CC1OC(=O)C(C(C5=CC=CC=C5)NC(=O)C6=CC=CC=C6)O)O)OC(=O)C7=CC=CC=C7)(CO4)OC(=O)C)O)C)OC(=O)C. (8) Drug 1: CC1=C(C=C(C=C1)NC2=NC=CC(=N2)N(C)C3=CC4=NN(C(=C4C=C3)C)C)S(=O)(=O)N.Cl. Drug 2: CC1=C(C=C(C=C1)C(=O)NC2=CC(=CC(=C2)C(F)(F)F)N3C=C(N=C3)C)NC4=NC=CC(=N4)C5=CN=CC=C5. Cell line: LOX IMVI. Synergy scores: CSS=9.59, Synergy_ZIP=-1.73, Synergy_Bliss=0.435, Synergy_Loewe=4.43, Synergy_HSA=3.38.